Dataset: Reaction yield outcomes from USPTO patents with 853,638 reactions. Task: Predict the reaction yield, written as a fraction of the theoretical maximum amount of product (1.0 means a 100% yield; for example, 0.34 means a 34% yield). (1) The reactants are [NH:1]1[CH2:5][C@H:4]([CH2:6][OH:7])[C@H:3]([CH2:8][OH:9])[CH2:2]1.C([O-])([O-])=O.[Na+].[Na+].Cl[C:17]([O:19][CH2:20][C:21]1[CH:26]=[CH:25][CH:24]=[CH:23][CH:22]=1)=[O:18]. The catalyst is CO.O. The product is [OH:9][CH2:8][C@H:3]1[C@@H:4]([CH2:6][OH:7])[CH2:5][N:1]([C:17]([O:19][CH2:20][C:21]2[CH:26]=[CH:25][CH:24]=[CH:23][CH:22]=2)=[O:18])[CH2:2]1. The yield is 0.220. (2) The reactants are C([NH:4][C@:5]1([C:22](NC(C)(C)C)=[O:23])[C@@H:9]([CH2:10][CH2:11][CH2:12][B:13]2[O:17]C(C)(C)C(C)(C)[O:14]2)[CH2:8][NH:7][CH2:6]1)(=O)C.S([O-])([O-])(=O)=O.[Na+].[Na+].C([N:43]1[CH2:48][CH2:47][CH:46]([CH:49]=O)[CH2:45][CH2:44]1)(OC(C)(C)C)=O.C(O[BH-](OC(=O)C)OC(=O)C)(=[O:53])C.[Na+].C(=O)([O-])[O-].[Na+].[Na+]. The catalyst is ClCCCl.C(O)(=O)C. The product is [NH2:4][C@:5]1([C:22]([OH:23])=[O:53])[C@@H:9]([CH2:10][CH2:11][CH2:12][B:13]([OH:14])[OH:17])[CH2:8][N:7]([CH2:49][CH:46]2[CH2:47][CH2:48][NH:43][CH2:44][CH2:45]2)[CH2:6]1. The yield is 0.310. (3) The reactants are [CH2:1]([O:3][C:4](=[O:42])[CH:5]([N:7]([O:35][C:36]1[CH:41]=[CH:40][CH:39]=[CH:38][CH:37]=1)[PH:8]([CH2:10][C:11]([CH3:34])=[CH:12][CH2:13][C:14]1[C:15]([O:27]CC[Si](C)(C)C)=[C:16]2[C:20](=[C:21]([CH3:25])[C:22]=1[CH2:23][CH3:24])[CH2:19][O:18][C:17]2=[O:26])=[O:9])[CH3:6])[CH3:2].N1C=CC=CC=1. The catalyst is C(O)(C(F)(F)F)=O.C(Cl)Cl. The product is [CH2:1]([O:3][C:4](=[O:42])[CH:5]([N:7]([O:35][C:36]1[CH:41]=[CH:40][CH:39]=[CH:38][CH:37]=1)[PH:8]([CH2:10][C:11]([CH3:34])=[CH:12][CH2:13][C:14]1[C:15]([OH:27])=[C:16]2[C:20](=[C:21]([CH3:25])[C:22]=1[CH2:23][CH3:24])[CH2:19][O:18][C:17]2=[O:26])=[O:9])[CH3:6])[CH3:2]. The yield is 0.870. (4) The reactants are [CH3:1][N:2]1[CH2:7][CH2:6][CH:5]([NH2:8])[CH2:4][CH2:3]1.CCN(C(C)C)C(C)C.Cl.[Cl:19][C:20]1[CH:25]=[CH:24][N:23]=[C:22]([C:26](Cl)=[O:27])[CH:21]=1. The catalyst is C1COCC1.CCOC(C)=O. The product is [Cl:19][C:20]1[CH:25]=[CH:24][N:23]=[C:22]([C:26]([NH:8][CH:5]2[CH2:6][CH2:7][N:2]([CH3:1])[CH2:3][CH2:4]2)=[O:27])[CH:21]=1. The yield is 1.12. (5) The product is [CH3:70][O:69][C:68](=[O:71])[NH:67][C@@H:58]1[CH:57]2[C:56](=[O:72])[CH2:55][C@H:54]([C:52]3[NH:53][C:49]([C:46]4[CH:47]=[CH:48][C:43]([C:18]5[CH:19]=[CH:20][C:15]([C:12]6[NH:11][C:10]([CH:9]7[CH2:8][C:7]8([CH2:34][CH2:33][O:32][CH2:31][CH2:30]8)[CH2:6][N:5]7[C:4](=[O:35])[C@@H:3]([NH:36][C:73]([O:75][CH3:78])=[O:76])[CH:2]([CH3:41])[CH3:1])=[N:14][CH:13]=6)=[CH:16][CH:17]=5)=[CH:44][CH:45]=4)=[CH:50][N:51]=3)[CH2:66][N:64]3[C:65]2=[C:61]([CH:62]=[CH:63]3)[CH2:60][CH2:59]1. The catalyst is C1C=CC(P([C]2[CH][CH][CH][CH]2)C2C=CC=CC=2)=CC=1.C1C=CC(P([C]2[CH][CH][CH][CH]2)C2C=CC=CC=2)=CC=1.Cl[Pd]Cl.[Fe]. The yield is 0.337. The reactants are [CH3:1][CH:2]([CH3:41])[C@H:3]([NH:36]C(=O)OC)[C:4](=[O:35])[N:5]1[CH:9]([C:10]2[NH:11][C:12]([C:15]3[CH:20]=[CH:19][C:18](B4OC(C)(C)C(C)(C)O4)=[CH:17][CH:16]=3)=[CH:13][N:14]=2)[CH2:8][C:7]2([CH2:34][CH2:33][O:32][CH2:31][CH2:30]2)[CH2:6]1.Br[C:43]1[CH:48]=[CH:47][C:46]([C:49]2[NH:53][C:52]([C@@H:54]3[CH2:66][N:64]4[C:65]5[CH:57]([C@@H:58]([NH:67][C:68](=[O:71])[O:69][CH3:70])[CH2:59][CH2:60][C:61]=5[CH:62]=[CH:63]4)[C:56](=[O:72])[CH2:55]3)=[N:51][CH:50]=2)=[CH:45][CH:44]=1.[C:73](=[O:76])([OH:75])[O-].[Na+].[C:78](O)(C)(C)C. (6) The catalyst is [Pd].CO.C(OCC)(=O)C. The reactants are C([O:8][CH2:9][CH2:10][O:11][C:12]1[CH:17]=[CH:16][C:15]([CH2:18][CH:19]([C:37]2[CH:42]=[CH:41][C:40]([C:43]([CH3:46])([CH3:45])[CH3:44])=[CH:39][CH:38]=2)[C:20]([NH:22][C:23]2[CH:28]=[CH:27][C:26]([O:29][CH2:30][CH:31]3[CH2:36][CH2:35][CH2:34][CH2:33][CH2:32]3)=[CH:25][CH:24]=2)=[O:21])=[CH:14][CH:13]=1)C1C=CC=CC=1. The product is [C:43]([C:40]1[CH:39]=[CH:38][C:37]([CH:19]([CH2:18][C:15]2[CH:16]=[CH:17][C:12]([O:11][CH2:10][CH2:9][OH:8])=[CH:13][CH:14]=2)[C:20]([NH:22][C:23]2[CH:28]=[CH:27][C:26]([O:29][CH2:30][CH:31]3[CH2:36][CH2:35][CH2:34][CH2:33][CH2:32]3)=[CH:25][CH:24]=2)=[O:21])=[CH:42][CH:41]=1)([CH3:46])([CH3:44])[CH3:45]. The yield is 0.740. (7) The reactants are [Cl:1][C:2]1[CH:3]=[C:4]2[CH:10]=[CH:9][NH:8][C:5]2=[N:6][CH:7]=1.[H-].[Na+].Cl[C:14]1[N:18]([CH3:19])[N:17]=[C:16]([CH3:20])[C:15]=1[CH:21]=[O:22].O. The catalyst is CN(C)C=O. The product is [Cl:1][C:2]1[CH:3]=[C:4]2[CH:10]=[CH:9][N:8]([C:14]3[N:18]([CH3:19])[N:17]=[C:16]([CH3:20])[C:15]=3[CH:21]=[O:22])[C:5]2=[N:6][CH:7]=1. The yield is 0.300. (8) The reactants are Br[C:2]1[C:3]2[C:4]3[CH2:15][CH2:14][N:13]([C:16]([O:18][C:19]([CH3:22])([CH3:21])[CH3:20])=[O:17])[CH2:12][CH2:11][C:5]=3[NH:6][C:7]=2[CH:8]=[CH:9][CH:10]=1.[CH2:23](COC)OC.C([O-])([O-])=O.[Na+].[Na+].C(OCC)(=O)C.[CH3:41][CH2:42][CH2:43][CH2:44][CH2:45][CH3:46]. The catalyst is C1C=CC([P]([Pd]([P](C2C=CC=CC=2)(C2C=CC=CC=2)C2C=CC=CC=2)([P](C2C=CC=CC=2)(C2C=CC=CC=2)C2C=CC=CC=2)[P](C2C=CC=CC=2)(C2C=CC=CC=2)C2C=CC=CC=2)(C2C=CC=CC=2)C2C=CC=CC=2)=CC=1. The product is [CH3:23][C:43]1[CH:42]=[CH:41][CH:46]=[CH:45][C:44]=1[C:2]1[C:3]2[C:4]3[CH2:15][CH2:14][N:13]([C:16]([O:18][C:19]([CH3:21])([CH3:20])[CH3:22])=[O:17])[CH2:12][CH2:11][C:5]=3[NH:6][C:7]=2[CH:8]=[CH:9][CH:10]=1. The yield is 0.440. (9) The reactants are Cl[CH2:2][C:3]1[CH:4]=[CH:5][C:6]2[O:11][C:10]([F:13])([F:12])[O:9]C(F)(F)[C:7]=2[CH:16]=1.[C-:17]#[N:18].[Na+]. The catalyst is CS(C)=O. The product is [F:13][C:10]1([F:12])[O:11][C:6]2[CH:5]=[CH:4][C:3]([CH2:2][C:17]#[N:18])=[CH:16][C:7]=2[O:9]1. The yield is 0.680.